The task is: Predict the product of the given reaction.. This data is from Forward reaction prediction with 1.9M reactions from USPTO patents (1976-2016). (1) Given the reactants [NH2:1][C:2]1[C:7]([C:8]([O:10]C)=O)=[CH:6][C:5]([Br:12])=[CH:4][N:3]=1.[CH3:13][NH2:14], predict the reaction product. The product is: [NH2:1][C:2]1[CH:7]=[CH:6][C:5]([Br:12])=[CH:4][N:3]=1.[CH3:13][NH:14][C:8]([C:7]1[CH:2]=[N:3][CH:4]=[CH:5][CH:6]=1)=[O:10]. (2) Given the reactants [NH2:1][C:2]1[CH:3]=[C:4]([C:9]2[C:17]3[C:16]([NH:18][C@H:19]([C:21]4[N:26]([C:27]5[CH:32]=[CH:31][CH:30]=[CH:29][CH:28]=5)[C:25](=[O:33])[C:24]5=[C:34]([CH3:37])[CH:35]=[CH:36][N:23]5[N:22]=4)[CH3:20])=[N:15][CH:14]=[N:13][C:12]=3[N:11]([CH2:38][O:39][CH2:40][CH2:41][Si:42]([CH3:45])([CH3:44])[CH3:43])[CH:10]=2)[CH:5]=[C:6]([OH:8])[CH:7]=1.N1C=CC=CC=1.[CH3:52][N:53]([CH3:58])[S:54](Cl)(=[O:56])=[O:55], predict the reaction product. The product is: [OH:8][C:6]1[CH:7]=[C:2]([NH:1][S:54]([N:53]([CH3:58])[CH3:52])(=[O:56])=[O:55])[CH:3]=[C:4]([C:9]2[C:17]3[C:16]([NH:18][C@H:19]([C:21]4[N:26]([C:27]5[CH:32]=[CH:31][CH:30]=[CH:29][CH:28]=5)[C:25](=[O:33])[C:24]5=[C:34]([CH3:37])[CH:35]=[CH:36][N:23]5[N:22]=4)[CH3:20])=[N:15][CH:14]=[N:13][C:12]=3[N:11]([CH2:38][O:39][CH2:40][CH2:41][Si:42]([CH3:43])([CH3:45])[CH3:44])[CH:10]=2)[CH:5]=1. (3) The product is: [Cl:13][C:14]1[CH:21]=[CH:20][C:17]([CH:5]2[NH:26][C:2](=[O:4])[C:1]3[C:7](=[CH:8][CH:9]=[CH:10][CH:11]=3)[NH:6]2)=[CH:16][CH:15]=1. Given the reactants [C:1]12[C:7](=[CH:8][CH:9]=[CH:10][CH:11]=1)[NH:6][C:5](=O)[O:4][C:2]2=O.[Cl:13][C:14]1[CH:21]=[CH:20][C:17](C=O)=[CH:16][CH:15]=1.C([O-])(=O)C.[NH4+:26].C1(C)C=CC(S(O)(=O)=O)=CC=1, predict the reaction product. (4) Given the reactants Br[C:2]1[CH:3]=[CH:4][C:5]([N:10]2[CH:14]=[C:13]([CH3:15])[N:12]=[CH:11]2)=[C:6]([CH:9]=1)[C:7]#[N:8].[CH3:16][O:17][C:18]([C:20]1[N:21]([CH2:26][C:27]2[CH:32]=[C:31]([F:33])[C:30]([F:34])=[C:29]([F:35])[CH:28]=2)[N:22]=[C:23]([NH2:25])[CH:24]=1)=[O:19], predict the reaction product. The product is: [CH3:16][O:17][C:18]([C:20]1[N:21]([CH2:26][C:27]2[CH:32]=[C:31]([F:33])[C:30]([F:34])=[C:29]([F:35])[CH:28]=2)[N:22]=[C:23]([NH:25][C:2]2[CH:3]=[CH:4][C:5]([N:10]3[CH:14]=[C:13]([CH3:15])[N:12]=[CH:11]3)=[C:6]([C:7]#[N:8])[CH:9]=2)[CH:24]=1)=[O:19]. (5) Given the reactants [CH2:1]([N:4]([CH2:23][CH2:24][CH3:25])[CH2:5][CH2:6][CH2:7][CH2:8][C:9]1[N:10]([CH:20]([CH3:22])[CH3:21])[C:11]2[CH:17]=[C:16]([C:18]#[N:19])[CH:15]=[CH:14][C:12]=2[N:13]=1)[CH2:2][CH3:3].[OH-].[Na+], predict the reaction product. The product is: [NH2:19][CH2:18][C:16]1[CH:15]=[CH:14][C:12]2[N:13]=[C:9]([CH2:8][CH2:7][CH2:6][CH2:5][N:4]([CH2:1][CH2:2][CH3:3])[CH2:23][CH2:24][CH3:25])[N:10]([CH:20]([CH3:21])[CH3:22])[C:11]=2[CH:17]=1. (6) Given the reactants [Cl:1][C:2]1[CH:3]=[C:4]2[C:9](=[CH:10][C:11]=1[Cl:12])[N:8]=[C:7]([O:13][CH3:14])[C:6]([NH:15][C:16](=[O:20])OCC)=[N:5]2.[CH3:21][O:22][C:23]1[CH:24]=[C:25]([N:29]2[CH2:34][CH2:33][NH:32][CH2:31][CH2:30]2)[CH:26]=[CH:27][CH:28]=1.C1CCN2C(=NCCC2)CC1, predict the reaction product. The product is: [Cl:1][C:2]1[CH:3]=[C:4]2[C:9](=[CH:10][C:11]=1[Cl:12])[N:8]=[C:7]([O:13][CH3:14])[C:6]([NH:15][C:16]([N:32]1[CH2:31][CH2:30][N:29]([C:25]3[CH:26]=[CH:27][CH:28]=[C:23]([O:22][CH3:21])[CH:24]=3)[CH2:34][CH2:33]1)=[O:20])=[N:5]2. (7) Given the reactants [CH3:1][C:2]1[C:10]2[C:9]([C:11]([O:13]CC)=[O:12])=[CH:8][C:7]([C:16]3[CH:21]=[CH:20][N:19]=[CH:18][CH:17]=3)=[N:6][C:5]=2[N:4]([CH:22]([CH3:24])[CH3:23])[N:3]=1.[OH-].[Na+], predict the reaction product. The product is: [CH3:1][C:2]1[C:10]2[C:9]([C:11]([OH:13])=[O:12])=[CH:8][C:7]([C:16]3[CH:21]=[CH:20][N:19]=[CH:18][CH:17]=3)=[N:6][C:5]=2[N:4]([CH:22]([CH3:24])[CH3:23])[N:3]=1. (8) Given the reactants Br[C:2]1[CH:15]=[CH:14][C:13]2[O:12][C:11]3[C:6](=[CH:7][C:8]([O:16][CH2:17][C:18]([CH3:21])([CH3:20])[CH3:19])=[CH:9][CH:10]=3)[C@:5]3([CH2:25][O:24][C:23]([NH2:26])=[N:22]3)[C:4]=2[CH:3]=1.C(NC(C)C)(C)C.[C:34]([CH:36]1[CH2:38][CH2:37]1)#[CH:35], predict the reaction product. The product is: [CH:36]1([C:34]#[C:35][C:2]2[CH:15]=[CH:14][C:13]3[O:12][C:11]4[C:6](=[CH:7][C:8]([O:16][CH2:17][C:18]([CH3:19])([CH3:20])[CH3:21])=[CH:9][CH:10]=4)[C@:5]4([CH2:25][O:24][C:23]([NH2:26])=[N:22]4)[C:4]=3[CH:3]=2)[CH2:38][CH2:37]1. (9) Given the reactants [N:1]1([C:7]2[CH:14]=[CH:13][CH:12]=[CH:11][C:8]=2[CH:9]=O)[CH2:6][CH2:5][O:4][CH2:3][CH2:2]1.[CH3:15][CH:16]([CH3:32])[C:17]([NH:19][C:20]1[CH:25]=[CH:24][CH:23]=[C:22]([CH:26]2[CH2:31][CH2:30][NH:29][CH2:28][CH2:27]2)[CH:21]=1)=[O:18], predict the reaction product. The product is: [CH3:15][CH:16]([CH3:32])[C:17]([NH:19][C:20]1[CH:25]=[CH:24][CH:23]=[C:22]([CH:26]2[CH2:31][CH2:30][N:29]([CH2:9][C:8]3[CH:11]=[CH:12][CH:13]=[CH:14][C:7]=3[N:1]3[CH2:6][CH2:5][O:4][CH2:3][CH2:2]3)[CH2:28][CH2:27]2)[CH:21]=1)=[O:18].